Dataset: Forward reaction prediction with 1.9M reactions from USPTO patents (1976-2016). Task: Predict the product of the given reaction. (1) Given the reactants Cl[C:2]1[C:7]([S:8]([N:11]2[CH2:32][CH2:31][C:14]3([C:18](=[O:19])[N:17]([C:20]4[CH:25]=[CH:24][C:23]([O:26][C:27]([F:30])([F:29])[F:28])=[CH:22][CH:21]=4)[CH2:16][CH2:15]3)[CH2:13][CH2:12]2)(=[O:10])=[O:9])=[CH:6][CH:5]=[CH:4][N:3]=1.[CH3:33][NH2:34].C(O)C, predict the reaction product. The product is: [CH3:33][NH:34][C:2]1[C:7]([S:8]([N:11]2[CH2:32][CH2:31][C:14]3([C:18](=[O:19])[N:17]([C:20]4[CH:21]=[CH:22][C:23]([O:26][C:27]([F:29])([F:28])[F:30])=[CH:24][CH:25]=4)[CH2:16][CH2:15]3)[CH2:13][CH2:12]2)(=[O:9])=[O:10])=[CH:6][CH:5]=[CH:4][N:3]=1. (2) Given the reactants [CH:1]([C:4]1[CH:9]=[C:8]([CH:10]([CH3:12])[CH3:11])[CH:7]=[C:6]([CH:13]([CH3:15])[CH3:14])[C:5]=1[S:16](Cl)(=[O:18])=[O:17])([CH3:3])[CH3:2].CS(C)=[O:22].O, predict the reaction product. The product is: [CH:1]([C:4]1[CH:9]=[C:8]([CH:10]([CH3:12])[CH3:11])[CH:7]=[C:6]([CH:13]([CH3:15])[CH3:14])[C:5]=1[S:16]([OH:18])(=[O:22])=[O:17])([CH3:3])[CH3:2].